Predict which catalyst facilitates the given reaction. From a dataset of Catalyst prediction with 721,799 reactions and 888 catalyst types from USPTO. (1) Reactant: [NH2:1][C:2]1[CH:7]=[CH:6][C:5]([NH:8][C:9]([C@H:11]2[CH2:16][CH2:15][CH2:14][CH2:13][N:12]2C(OC(C)(C)C)=O)=[O:10])=[CH:4][C:3]=1[N+:24]([O-:26])=[O:25].[ClH:27]. Product: [ClH:27].[NH2:1][C:2]1[CH:7]=[CH:6][C:5]([NH:8][C:9]([C@H:11]2[CH2:16][CH2:15][CH2:14][CH2:13][NH:12]2)=[O:10])=[CH:4][C:3]=1[N+:24]([O-:26])=[O:25]. The catalyst class is: 12. (2) Reactant: CO.[OH-].[Na+].C([N:8]1[CH2:12][CH2:11][N:10]([C:13]2[N:14]=[N:15][C:16]([C:19]([N:21]3[CH2:26][CH2:25][N:24]([C:27]4[C:32]([CH3:33])=[CH:31][C:30]([CH:34]5[CH2:36][CH2:35]5)=[CH:29][N:28]=4)[CH2:23][CH2:22]3)=[O:20])=[CH:17][CH:18]=2)[C:9]1=[O:37])(=O)C. Product: [CH:34]1([C:30]2[CH:31]=[C:32]([CH3:33])[C:27]([N:24]3[CH2:25][CH2:26][N:21]([C:19]([C:16]4[N:15]=[N:14][C:13]([N:10]5[CH2:11][CH2:12][NH:8][C:9]5=[O:37])=[CH:18][CH:17]=4)=[O:20])[CH2:22][CH2:23]3)=[N:28][CH:29]=2)[CH2:35][CH2:36]1. The catalyst class is: 6. (3) Reactant: [CH3:1]N(C(ON1N=NC2C=CC=CC1=2)=[N+](C)C)C.F[P-](F)(F)(F)(F)F.[C:25]([NH:32][CH2:33][C:34]([OH:36])=O)([O:27][C:28]([CH3:31])([CH3:30])[CH3:29])=[O:26].CCN(C(C)C)C(C)C.[OH:46][CH2:47][C:48]1([C:54]([O-:56])=[O:55])[CH2:53][CH2:52][NH:51][CH2:50][CH2:49]1. Product: [C:28]([O:27][C:25]([NH:32][CH2:33][C:34]([N:51]1[CH2:52][CH2:53][C:48]([CH2:47][OH:46])([C:54]([O:56][CH3:1])=[O:55])[CH2:49][CH2:50]1)=[O:36])=[O:26])([CH3:29])([CH3:30])[CH3:31]. The catalyst class is: 3. (4) Reactant: [Cl:1][C:2]1[CH:7]=[CH:6][C:5]([CH:8]2[C:11]3([CH2:16][CH2:15][NH:14][CH2:13][CH2:12]3)[CH2:10][N:9]2[CH:17]([CH3:19])[CH3:18])=[CH:4][CH:3]=1.C(#N)C.C1([N:30]=[C:31]=[O:32])CCCCCC1.C(O)C(N)(CO)CO. Product: [Cl:1][C:2]1[CH:3]=[CH:4][C:5]([CH:8]2[C:11]3([CH2:16][CH2:15][N:14]([C:31]([NH2:30])=[O:32])[CH2:13][CH2:12]3)[CH2:10][N:9]2[CH:17]([CH3:19])[CH3:18])=[CH:6][CH:7]=1. The catalyst class is: 344. (5) Reactant: [CH2:1]([O:8][C:9](=[O:31])[C@@H:10]([NH:15][C:16](=[O:30])[C@@H:17]([NH:22][C:23](OC(C)(C)C)=[O:24])[C:18]([CH3:21])([CH3:20])[CH3:19])[CH2:11][CH:12]([CH3:14])[CH3:13])[C:2]1[CH:7]=[CH:6][CH:5]=[CH:4][CH:3]=1.FC(F)(F)C(O)=O.C(N(CC)C(C)C)(C)C.[C:48]([O:52][C:53]([NH:55][C@@H:56]([CH2:60][C:61]1[CH:66]=[CH:65][CH:64]=[CH:63][C:62]=1[CH3:67])C(O)=O)=[O:54])([CH3:51])([CH3:50])[CH3:49].CN(C(ON1N=NC2C=CC=NC1=2)=[N+](C)C)C.F[P-](F)(F)(F)(F)F. Product: [CH2:1]([O:8][C:9](=[O:31])[C@@H:10]([NH:15][C:16](=[O:30])[C@@H:17]([NH:22][C:23](=[O:24])[C@@H:56]([NH:55][C:53]([O:52][C:48]([CH3:51])([CH3:50])[CH3:49])=[O:54])[CH2:60][C:61]1[CH:66]=[CH:65][CH:64]=[CH:63][C:62]=1[CH3:67])[C:18]([CH3:21])([CH3:19])[CH3:20])[CH2:11][CH:12]([CH3:14])[CH3:13])[C:2]1[CH:7]=[CH:6][CH:5]=[CH:4][CH:3]=1. The catalyst class is: 2. (6) The catalyst class is: 1. Reactant: [CH2:1]([NH2:3])[CH3:2].C1COCC1.FC(F)(F)S(O[CH2:15][C:16]([F:22])([F:21])[C:17]([F:20])([F:19])[F:18])(=O)=O.C(N(CC)CC)C. Product: [CH2:1]([NH:3][CH2:15][C:16]([F:22])([F:21])[C:17]([F:20])([F:19])[F:18])[CH3:2].